From a dataset of Full USPTO retrosynthesis dataset with 1.9M reactions from patents (1976-2016). Predict the reactants needed to synthesize the given product. (1) Given the product [C:1]([C:4]1[CH:15]=[CH:14][C:7]([O:8][CH2:9][C:10]([O:12][CH3:13])=[O:11])=[C:6]([C:23]2[CH:22]=[CH:21][CH:20]=[C:19]([C:18]([F:29])([F:28])[F:17])[CH:24]=2)[CH:5]=1)(=[O:3])[CH3:2], predict the reactants needed to synthesize it. The reactants are: [C:1]([C:4]1[CH:15]=[CH:14][C:7]([O:8][CH2:9][C:10]([O:12][CH3:13])=[O:11])=[C:6](Br)[CH:5]=1)(=[O:3])[CH3:2].[F:17][C:18]([F:29])([F:28])[C:19]1[CH:20]=[C:21](B(O)O)[CH:22]=[CH:23][CH:24]=1.C([O-])([O-])=O.[K+].[K+]. (2) Given the product [CH3:28][O:27][C:3]1([O:2][CH3:1])[CH2:8][CH2:7][N:6]([C:9]2[CH:14]=[CH:13][C:12]([N:15]3[CH2:19][C@H:18]([CH2:20][NH2:21])[O:17][C:16]3=[O:24])=[CH:11][C:10]=2[F:25])[CH2:5][CH:4]1[F:26], predict the reactants needed to synthesize it. The reactants are: [CH3:1][O:2][C:3]1([O:27][CH3:28])[CH2:8][CH2:7][N:6]([C:9]2[CH:14]=[CH:13][C:12]([N:15]3[CH2:19][C@@H:18]([CH2:20][N:21]=[N+]=[N-])[O:17][C:16]3=[O:24])=[CH:11][C:10]=2[F:25])[CH2:5][CH:4]1[F:26]. (3) Given the product [Cl:1][C:2]1[CH:9]=[C:8]([N:10]2[C@@H:16]([CH3:17])[C@:15]([OH:18])([CH3:20])[C:12]3([CH2:14][CH2:13]3)[C:11]2=[O:19])[CH:7]=[CH:6][C:3]=1[C:4]#[N:5], predict the reactants needed to synthesize it. The reactants are: [Cl:1][C:2]1[CH:9]=[C:8]([N:10]2[C@@H:16]([CH3:17])[C:15](=[O:18])[C:12]3([CH2:14][CH2:13]3)[C:11]2=[O:19])[CH:7]=[CH:6][C:3]=1[C:4]#[N:5].[CH3:20][Mg]Br.O1CCCC1. (4) Given the product [CH3:1][C:2]1[CH:7]=[CH:6][CH:5]=[CH:4][C:3]=1[NH:8][C:9](=[O:21])[NH:10][C:11]1[CH:12]=[CH:13][C:14]([CH2:17][C:18]([N:22]2[CH2:26][CH2:25][CH2:24][CH:23]2[CH2:27][O:28][C:29]2[CH:38]=[CH:37][C:32]([C:33]([O:35][CH3:36])=[O:34])=[CH:31][C:30]=2[C:39]([O:41][CH3:42])=[O:40])=[O:20])=[CH:15][CH:16]=1, predict the reactants needed to synthesize it. The reactants are: [CH3:1][C:2]1[CH:7]=[CH:6][CH:5]=[CH:4][C:3]=1[NH:8][C:9](=[O:21])[NH:10][C:11]1[CH:16]=[CH:15][C:14]([CH2:17][C:18]([OH:20])=O)=[CH:13][CH:12]=1.[NH:22]1[CH2:26][CH2:25][CH2:24][C@H:23]1[CH2:27][O:28][C:29]1[CH:38]=[CH:37][C:32]([C:33]([O:35][CH3:36])=[O:34])=[CH:31][C:30]=1[C:39]([O:41][CH3:42])=[O:40].CCN(CC)CC.